This data is from TCR-epitope binding with 47,182 pairs between 192 epitopes and 23,139 TCRs. The task is: Binary Classification. Given a T-cell receptor sequence (or CDR3 region) and an epitope sequence, predict whether binding occurs between them. (1) The epitope is HTTDPSFLGRY. The TCR CDR3 sequence is CASSLGWETGELFF. Result: 1 (the TCR binds to the epitope). (2) The epitope is GTITVEELK. The TCR CDR3 sequence is CASSSPLIGEASYEQYF. Result: 0 (the TCR does not bind to the epitope). (3) The epitope is ARMILMTHF. The TCR CDR3 sequence is CASSPALNTPDTQYF. Result: 0 (the TCR does not bind to the epitope).